Predict the reaction yield, written as a fraction of the theoretical maximum amount of product (1.0 means a 100% yield; for example, 0.34 means a 34% yield). From a dataset of Reaction yield outcomes from USPTO patents with 853,638 reactions. (1) The reactants are [C:1]1([OH:7])[CH:6]=[CH:5][CH:4]=[CH:3][CH:2]=1.C1(O)CCCCC1.CC(C)([O-])C.[Na+].[OH:21][C:22]1[CH:27]=[C:26]([Cl:28])[N:25]=[N:24][C:23]=1Cl.Cl. The catalyst is C1(C)C=CC=CC=1.O. The product is [Cl:28][C:26]1[N:25]=[N:24][C:23]([O:7][C:1]2[CH:6]=[CH:5][CH:4]=[CH:3][CH:2]=2)=[C:22]([OH:21])[CH:27]=1. The yield is 0.840. (2) The reactants are [NH2:1][C@H:2]1[CH2:7][CH2:6][C@H:5]([C:8]([OH:10])=[O:9])[CH2:4][CH2:3]1.C(=O)([O-])[O-].[K+].[K+].[Cl:17][C:18]1[CH:23]=[C:22](Cl)[C:21]([N+:25]([O-:27])=[O:26])=[CH:20][N:19]=1. The catalyst is O.O1CCOCC1. The product is [ClH:17].[Cl:17][C:18]1[CH:23]=[C:22]([NH:1][C@H:2]2[CH2:7][CH2:6][C@H:5]([C:8]([OH:10])=[O:9])[CH2:4][CH2:3]2)[C:21]([N+:25]([O-:27])=[O:26])=[CH:20][N:19]=1. The yield is 0.748. (3) The reactants are [CH3:1][C:2]1([C:8]([NH:10][C:11]2[CH:16]=[CH:15][CH:14]=[C:13]([S:17](=[O:20])(=[O:19])[NH2:18])[CH:12]=2)=[O:9])[CH2:7][CH2:6][NH:5][CH2:4][CH2:3]1.Cl[C:22]1[C:23]2[C:30]([CH3:31])=[CH:29][NH:28][C:24]=2[N:25]=[CH:26][N:27]=1.C(N(CC)C(C)C)(C)C. The catalyst is C(O)(C)C. The product is [CH3:1][C:2]1([C:8]([NH:10][C:11]2[CH:16]=[CH:15][CH:14]=[C:13]([S:17](=[O:20])(=[O:19])[NH2:18])[CH:12]=2)=[O:9])[CH2:3][CH2:4][N:5]([C:22]2[C:23]3[C:30]([CH3:31])=[CH:29][NH:28][C:24]=3[N:25]=[CH:26][N:27]=2)[CH2:6][CH2:7]1. The yield is 0.210.